This data is from Catalyst prediction with 721,799 reactions and 888 catalyst types from USPTO. The task is: Predict which catalyst facilitates the given reaction. (1) Reactant: [C:1]1([NH2:8])[CH:6]=[CH:5][C:4]([NH2:7])=[CH:3][CH:2]=1.[O:9]1[CH2:13][CH2:12][CH2:11][C:10]1=O. Product: [NH2:7][C:4]1[CH:5]=[CH:6][C:1]([N:8]2[CH2:13][CH2:12][CH2:11][C:10]2=[O:9])=[CH:2][CH:3]=1. The catalyst class is: 250. (2) Reactant: [OH:1][C:2]1[CH:10]=[CH:9][C:5]([CH2:6][C:7]#[N:8])=[CH:4][CH:3]=1.C(=O)([O-])[O-].[K+].[K+].Br[CH:18]([CH3:21])[C:19]#[N:20]. Product: [C:7]([CH2:6][C:5]1[CH:9]=[CH:10][C:2]([O:1][CH:18]([CH3:21])[C:19]#[N:20])=[CH:3][CH:4]=1)#[N:8]. The catalyst class is: 21. (3) Reactant: O[CH2:2][C:3]1[CH2:8][NH:7][C:6]([CH:9]2[CH2:14][CH2:13][N:12]([C:15]([O:17][C:18]([CH3:21])([CH3:20])[CH3:19])=[O:16])[CH2:11][CH:10]2[O:22][CH2:23][C:24]2[CH:33]=[CH:32][C:31]3[C:26](=[CH:27][CH:28]=[CH:29][CH:30]=3)[CH:25]=2)=[CH:5][CH:4]=1.C(N(CC)CC)C.CS([Cl:45])(=O)=O. Product: [Cl:45][CH2:2][C:3]1[CH:4]=[CH:5][C:6]([CH:9]2[CH2:14][CH2:13][N:12]([C:15]([O:17][C:18]([CH3:21])([CH3:20])[CH3:19])=[O:16])[CH2:11][CH:10]2[O:22][CH2:23][C:24]2[CH:33]=[CH:32][C:31]3[C:26](=[CH:27][CH:28]=[CH:29][CH:30]=3)[CH:25]=2)=[N:7][CH:8]=1. The catalyst class is: 3. (4) Product: [CH2:1]([CH:4]1[N:8]([CH3:22])[C:7](=[O:9])[N:6]([C:10]2[CH:15]=[C:14]([C:16]([F:17])([F:19])[F:18])[CH:13]=[CH:12][N:11]=2)[C:5]1=[O:20])[CH:2]=[CH2:3]. The catalyst class is: 3. Reactant: [CH2:1]([CH:4]1[NH:8][C:7](=[O:9])[N:6]([C:10]2[CH:15]=[C:14]([C:16]([F:19])([F:18])[F:17])[CH:13]=[CH:12][N:11]=2)[C:5]1=[O:20])[CH:2]=[CH2:3].[Li+].[CH3:22][Si]([N-][Si](C)(C)C)(C)C.IC. (5) Reactant: Cl.[CH3:2][NH:3][CH2:4][CH2:5][NH:6][S:7]([C:10]1[CH:15]=[C:14]([S:16]([C:19]2[CH:24]=[CH:23][CH:22]=[CH:21][CH:20]=2)(=[O:18])=[O:17])[CH:13]=[CH:12][C:11]=1[C:25]([F:28])([F:27])[F:26])(=[O:9])=[O:8].Br[CH2:30][CH2:31][OH:32].C(N(C(C)C)CC)(C)C. Product: [OH:32][CH2:31][CH2:30][N:3]([CH3:2])[CH2:4][CH2:5][NH:6][S:7]([C:10]1[CH:15]=[C:14]([S:16]([C:19]2[CH:24]=[CH:23][CH:22]=[CH:21][CH:20]=2)(=[O:17])=[O:18])[CH:13]=[CH:12][C:11]=1[C:25]([F:27])([F:28])[F:26])(=[O:8])=[O:9]. The catalyst class is: 23. (6) Reactant: [Cl:1][C:2]1[C:3]([F:33])=[C:4]([CH:8]2[C:12]([C:15]3[CH:20]=[CH:19][C:18]([Cl:21])=[CH:17][C:16]=3[F:22])([C:13]#[N:14])[CH:11]([CH2:23][C:24]([CH:27]3[CH2:29][CH2:28]3)([CH3:26])[CH3:25])[NH:10][CH:9]2[C:30](O)=[O:31])[CH:5]=[CH:6][CH:7]=1.CC1(C)[O:39][C@@H:38]([CH2:40][CH2:41][NH2:42])[CH2:37][O:36]1.CN(C(ON1N=NC2C=CC=NC1=2)=[N+](C)C)C.F[P-](F)(F)(F)(F)F.CCN(C(C)C)C(C)C.Cl. Product: [OH:39][C@H:38]([CH2:37][OH:36])[CH2:40][CH2:41][NH:42][C:30]([CH:9]1[CH:8]([C:4]2[CH:5]=[CH:6][CH:7]=[C:2]([Cl:1])[C:3]=2[F:33])[C:12]([C:15]2[CH:20]=[CH:19][C:18]([Cl:21])=[CH:17][C:16]=2[F:22])([C:13]#[N:14])[CH:11]([CH2:23][C:24]([CH:27]2[CH2:28][CH2:29]2)([CH3:25])[CH3:26])[NH:10]1)=[O:31]. The catalyst class is: 539.